Dataset: Reaction yield outcomes from USPTO patents with 853,638 reactions. Task: Predict the reaction yield, written as a fraction of the theoretical maximum amount of product (1.0 means a 100% yield; for example, 0.34 means a 34% yield). (1) The reactants are [OH:1][C:2]1[CH:10]=[CH:9][C:5]([CH2:6][CH2:7][OH:8])=[CH:4][CH:3]=1.C(=O)([O-])[O-].[Cs+].[Cs+].CC1C=CC(OS(O[CH2:27][CH2:28][O:29][CH2:30][CH2:31][NH:32][C:33](=[O:39])[O:34][C:35]([CH3:38])([CH3:37])[CH3:36])(=O)=O)=CC=1. The catalyst is CN(C=O)C. The product is [OH:8][CH2:7][CH2:6][C:5]1[CH:9]=[CH:10][C:2]([O:1][CH2:27][CH2:28][O:29][CH2:30][CH2:31][NH:32][C:33](=[O:39])[O:34][C:35]([CH3:38])([CH3:37])[CH3:36])=[CH:3][CH:4]=1. The yield is 1.00. (2) The reactants are [CH3:1][C:2]([CH3:14])([CH3:13])[C:3]([NH:5][C:6]1[CH:11]=[CH:10][CH:9]=[CH:8][C:7]=1[CH3:12])=O.[Li]CCCC.[NH4+].[Cl-]. The catalyst is C1COCC1. The product is [C:2]([C:3]1[NH:5][C:6]2[C:7]([CH:12]=1)=[CH:8][CH:9]=[CH:10][CH:11]=2)([CH3:14])([CH3:13])[CH3:1]. The yield is 0.880. (3) The reactants are [Cl:1][C:2]1[N:7]=[C:6]([C:8]2[CH:13]=[CH:12][CH:11]=[CH:10][N:9]=2)[N:5]=[C:4]([NH:14][C@@H:15]([CH3:20])[C:16]([F:19])([F:18])[F:17])[C:3]=1[C:21]1[C:26]([F:27])=[CH:25][C:24](F)=[CH:23][C:22]=1[F:29].[CH3:30][N:31]([CH3:36])[CH2:32][CH2:33][CH2:34][OH:35]. The yield is 0.0700. No catalyst specified. The product is [Cl:1][C:2]1[N:7]=[C:6]([C:8]2[CH:13]=[CH:12][CH:11]=[CH:10][N:9]=2)[N:5]=[C:4]([NH:14][C@@H:15]([CH3:20])[C:16]([F:19])([F:17])[F:18])[C:3]=1[C:21]1[C:26]([F:27])=[CH:25][C:24]([O:35][CH2:34][CH2:33][CH2:32][N:31]([CH3:36])[CH3:30])=[CH:23][C:22]=1[F:29]. (4) The reactants are Br[C:2]1[CH:7]=[CH:6][C:5]([O:8][CH:9]([F:11])[F:10])=[C:4]([CH3:12])[CH:3]=1.[CH3:13][C@H:14]1[CH2:19][NH:18][CH2:17][C@@H:16]([CH3:20])[NH:15]1.C1C=CC(P(C2C(C3C(P(C4C=CC=CC=4)C4C=CC=CC=4)=CC=C4C=3C=CC=C4)=C3C(C=CC=C3)=CC=2)C2C=CC=CC=2)=CC=1.CC([O-])(C)C.[K+]. The catalyst is C1(C)C=CC=CC=1.CC([O-])=O.CC([O-])=O.[Pd+2]. The product is [F:10][CH:9]([F:11])[O:8][C:5]1[CH:6]=[CH:7][C:2]([N:18]2[CH2:17][CH:16]([CH3:20])[NH:15][CH:14]([CH3:13])[CH2:19]2)=[CH:3][C:4]=1[CH3:12]. The yield is 0.410. (5) The reactants are Cl[C:2]1[C:7]([CH:8]([CH2:13][CH2:14][CH3:15])[C:9]([O:11][CH3:12])=[O:10])=[C:6]([CH3:16])[N:5]=[C:4]([N:17]2[CH2:22][CH2:21][CH2:20][CH2:19][CH2:18]2)[N:3]=1.C(N(CC)C(C)C)(C)C.[F:32][C:33]1[CH:38]=[C:37]([F:39])[C:36]([F:40])=[CH:35][C:34]=1B(O)O. The catalyst is COCCOC.O.C1C=CC([P]([Pd]([P](C2C=CC=CC=2)(C2C=CC=CC=2)C2C=CC=CC=2)([P](C2C=CC=CC=2)(C2C=CC=CC=2)C2C=CC=CC=2)[P](C2C=CC=CC=2)(C2C=CC=CC=2)C2C=CC=CC=2)(C2C=CC=CC=2)C2C=CC=CC=2)=CC=1. The product is [CH3:16][C:6]1[C:7]([CH:8]([CH2:13][CH2:14][CH3:15])[C:9]([O:11][CH3:12])=[O:10])=[C:2]([C:34]2[CH:35]=[C:36]([F:40])[C:37]([F:39])=[CH:38][C:33]=2[F:32])[N:3]=[C:4]([N:17]2[CH2:22][CH2:21][CH2:20][CH2:19][CH2:18]2)[N:5]=1. The yield is 0.760. (6) The reactants are [NH2:1][C:2]1[CH:3]=[C:4]([C:12]([O:14][CH3:15])=[O:13])[CH:5]=[C:6]([CH:11]=1)[C:7]([O:9][CH3:10])=[O:8].[H-].[Na+].[CH3:18]I. The catalyst is CN(C=O)C. The product is [CH3:18][NH:1][C:2]1[CH:11]=[C:6]([C:7]([O:9][CH3:10])=[O:8])[CH:5]=[C:4]([CH:3]=1)[C:12]([O:14][CH3:15])=[O:13]. The yield is 0.540.